Dataset: NCI-60 drug combinations with 297,098 pairs across 59 cell lines. Task: Regression. Given two drug SMILES strings and cell line genomic features, predict the synergy score measuring deviation from expected non-interaction effect. (1) Drug 1: CN(C)C1=NC(=NC(=N1)N(C)C)N(C)C. Drug 2: CN1C(=O)N2C=NC(=C2N=N1)C(=O)N. Cell line: KM12. Synergy scores: CSS=9.03, Synergy_ZIP=-5.15, Synergy_Bliss=-4.52, Synergy_Loewe=-6.41, Synergy_HSA=-5.49. (2) Drug 1: CS(=O)(=O)C1=CC(=C(C=C1)C(=O)NC2=CC(=C(C=C2)Cl)C3=CC=CC=N3)Cl. Drug 2: CN(C)N=NC1=C(NC=N1)C(=O)N. Cell line: K-562. Synergy scores: CSS=8.11, Synergy_ZIP=-7.26, Synergy_Bliss=-11.5, Synergy_Loewe=-13.9, Synergy_HSA=-10.6. (3) Drug 1: C1CN1C2=NC(=NC(=N2)N3CC3)N4CC4. Drug 2: CC(C)(C#N)C1=CC(=CC(=C1)CN2C=NC=N2)C(C)(C)C#N. Cell line: HCT-15. Synergy scores: CSS=11.8, Synergy_ZIP=-7.31, Synergy_Bliss=0.766, Synergy_Loewe=-4.41, Synergy_HSA=-4.13. (4) Drug 1: CCC1=CC2CC(C3=C(CN(C2)C1)C4=CC=CC=C4N3)(C5=C(C=C6C(=C5)C78CCN9C7C(C=CC9)(C(C(C8N6C)(C(=O)OC)O)OC(=O)C)CC)OC)C(=O)OC.C(C(C(=O)O)O)(C(=O)O)O. Drug 2: CCC1=C2CN3C(=CC4=C(C3=O)COC(=O)C4(CC)O)C2=NC5=C1C=C(C=C5)O. Cell line: OVCAR-8. Synergy scores: CSS=31.0, Synergy_ZIP=-5.13, Synergy_Bliss=-7.69, Synergy_Loewe=-13.3, Synergy_HSA=-5.09. (5) Drug 1: CC1=C2C(C(=O)C3(C(CC4C(C3C(C(C2(C)C)(CC1OC(=O)C(C(C5=CC=CC=C5)NC(=O)OC(C)(C)C)O)O)OC(=O)C6=CC=CC=C6)(CO4)OC(=O)C)O)C)O. Drug 2: C1CN(CCN1C(=O)CCBr)C(=O)CCBr. Cell line: HS 578T. Synergy scores: CSS=34.7, Synergy_ZIP=-1.08, Synergy_Bliss=3.16, Synergy_Loewe=-11.9, Synergy_HSA=5.79. (6) Drug 1: C1=CC(=CC=C1CCCC(=O)O)N(CCCl)CCCl. Drug 2: C(CN)CNCCSP(=O)(O)O. Cell line: A549. Synergy scores: CSS=20.8, Synergy_ZIP=-1.98, Synergy_Bliss=-4.23, Synergy_Loewe=-24.3, Synergy_HSA=-5.30.